From a dataset of Catalyst prediction with 721,799 reactions and 888 catalyst types from USPTO. Predict which catalyst facilitates the given reaction. Reactant: [CH3:1][N:2]1[CH:6]=[C:5](B2OC(C)(C)C(C)(C)O2)[CH:4]=[N:3]1.C([O-])([O-])=O.[Na+].[Na+].Br[C:23]1[C:24]([CH3:46])=[CH:25][C:26]([O:38][CH2:39][C:40]2[CH:45]=[CH:44][CH:43]=[CH:42][CH:41]=2)=[C:27]([CH:37]=1)[C:28]([NH:30][C:31]1[CH:32]=[N:33][CH:34]=[CH:35][CH:36]=1)=[O:29]. Product: [CH3:46][C:24]1[C:23]([C:5]2[CH:4]=[N:3][N:2]([CH3:1])[CH:6]=2)=[CH:37][C:27]([C:28]([NH:30][C:31]2[CH:32]=[N:33][CH:34]=[CH:35][CH:36]=2)=[O:29])=[C:26]([O:38][CH2:39][C:40]2[CH:45]=[CH:44][CH:43]=[CH:42][CH:41]=2)[CH:25]=1. The catalyst class is: 104.